From a dataset of Full USPTO retrosynthesis dataset with 1.9M reactions from patents (1976-2016). Predict the reactants needed to synthesize the given product. (1) Given the product [Br:1][C:2]1[CH:3]=[C:4]([CH3:18])[C:5]2[O:11][CH2:12][C:13](=[O:14])[NH:8][C:6]=2[N:7]=1, predict the reactants needed to synthesize it. The reactants are: [Br:1][C:2]1[N:7]=[C:6]([N+:8]([O-])=O)[C:5]([O:11][CH2:12][C:13](OCC)=[O:14])=[C:4]([CH3:18])[CH:3]=1.[Cl-].[Cl-].[Ca+2].C(O)C. (2) Given the product [Br:1][C:2]1[CH:8]=[C:7]([CH3:9])[CH:6]=[CH:5][C:3]=1[NH:4][C:20](=[O:21])[O:22][C:23]([CH3:26])([CH3:25])[CH3:24], predict the reactants needed to synthesize it. The reactants are: [Br:1][C:2]1[CH:8]=[C:7]([CH3:9])[CH:6]=[CH:5][C:3]=1[NH2:4].C[Si]([N-][Si](C)(C)C)(C)C.[Na+].[C:20](O[C:20]([O:22][C:23]([CH3:26])([CH3:25])[CH3:24])=[O:21])([O:22][C:23]([CH3:26])([CH3:25])[CH3:24])=[O:21]. (3) Given the product [O:24]=[C:4]1[N:5]([C:6]2[CH:7]=[C:8]3[CH2:16][CH2:15][CH2:14][CH2:13][CH:12]([O:17][CH:18]4[CH2:23][CH2:22][CH2:21][CH2:20][O:19]4)[C:9]3=[N:10][CH:11]=2)[CH2:2][C@H:1]([CH2:40][NH:41][C:42](=[O:44])[CH3:43])[O:3]1, predict the reactants needed to synthesize it. The reactants are: [CH2:1]([O:3][C:4](=[O:24])[NH:5][C:6]1[CH:7]=[C:8]2[CH2:16][CH2:15][CH2:14][CH2:13][CH:12]([O:17][CH:18]3[CH2:23][CH2:22][CH2:21][CH2:20][O:19]3)[C:9]2=[N:10][CH:11]=1)[CH3:2].CO.CC(C)([O-])C.[Li+].C(O[C@@H]([CH2:40][NH:41][C:42](=[O:44])[CH3:43])CCl)(=O)C. (4) Given the product [OH2:3].[CH3:10][C:14]1[C:15]([C:57]2[CH:58]=[C:59]3[C:54](=[CH:55][CH:56]=2)[NH:53][N:52]=[C:51]3[C:49]([NH:48][CH2:47][CH:44]2[CH2:45][CH2:46][N:41]([CH2:40][C:39]([OH:38])=[O:61])[CH2:42][CH2:43]2)=[O:50])=[C:7]([CH3:8])[O:6][N:13]=1, predict the reactants needed to synthesize it. The reactants are: O.C(O)=[O:3].C[O:6][C:7]1[CH:15]=[C:14]2[C:10](C(C(NCC3CCN(CC(O)=O)CC3)=O)=N[NH:13]2)=C[C:8]=1C1C=NC=CC=1.C([O:38][C:39](=[O:61])[CH2:40][N:41]1[CH2:46][CH2:45][CH:44]([CH2:47][NH:48][C:49]([C:51]2[C:59]3[C:54](=[CH:55][CH:56]=[C:57](Br)[CH:58]=3)[NH:53][N:52]=2)=[O:50])[CH2:43][CH2:42]1)C.CC1C(B(O)O)=C(C)ON=1. (5) Given the product [CH3:10][O:9][C:7]([C:1]1([CH:11]=[O:12])[CH2:2][CH2:3][CH2:4][CH2:5][CH2:6]1)=[O:8], predict the reactants needed to synthesize it. The reactants are: [C:1]1([C:11](OC)=[O:12])([C:7]([O:9][CH3:10])=[O:8])[CH2:6][CH2:5][CH2:4][CH2:3][CH2:2]1.[H-].C([Al+]CC(C)C)C(C)C.